This data is from Full USPTO retrosynthesis dataset with 1.9M reactions from patents (1976-2016). The task is: Predict the reactants needed to synthesize the given product. (1) Given the product [Br:1][C:2]1[C:3]([NH2:11])=[N:4][CH:5]=[CH:6][C:7]=1[CH2:8][CH3:9], predict the reactants needed to synthesize it. The reactants are: [Br:1][C:2]1[C:3]([NH2:11])=[N:4][CH:5]=[C:6](Br)[C:7]=1[CH2:8][CH3:9].[Li]CCCC. (2) Given the product [Br:4][C:5]1[C:6]([O:2][CH3:1])=[N:7][C:8]([Cl:11])=[N:9][CH:10]=1, predict the reactants needed to synthesize it. The reactants are: [CH3:1][O-:2].[Na+].[Br:4][C:5]1[C:6](Cl)=[N:7][C:8]([Cl:11])=[N:9][CH:10]=1.